The task is: Regression/Classification. Given a drug SMILES string, predict its absorption, distribution, metabolism, or excretion properties. Task type varies by dataset: regression for continuous measurements (e.g., permeability, clearance, half-life) or binary classification for categorical outcomes (e.g., BBB penetration, CYP inhibition). Dataset: hlm.. This data is from Human liver microsome stability data. (1) The result is 0 (unstable in human liver microsomes). The molecule is C=CC(=O)NCc1coc(-c2c(N)ncnc2Nc2ccc(Oc3ccc(F)cc3)c(Cl)c2)n1. (2) The drug is CC[C@@H]1CN2CCc3c([nH]c4cccc(O)c34)[C@@H]2C[C@@H]1/C(=C\OC)C(=O)OC. The result is 0 (unstable in human liver microsomes). (3) The drug is CC(C)Cc1cc(-c2cccc(Cn3ccnc3)c2)c(S(=O)(=O)NC(=O)OC2CCCC2)s1. The result is 1 (stable in human liver microsomes).